Dataset: Catalyst prediction with 721,799 reactions and 888 catalyst types from USPTO. Task: Predict which catalyst facilitates the given reaction. (1) Reactant: Cl[CH2:2][CH2:3][N:4]1[CH2:9][CH2:8][CH:7]([C:10]([O:12][CH2:13][CH3:14])=[O:11])[CH2:6][CH2:5]1.[Li+].CC([N-]C(C)C)C. Product: [N:4]12[CH2:9][CH2:8][C:7]([C:10]([O:12][CH2:13][CH3:14])=[O:11])([CH2:6][CH2:5]1)[CH2:2][CH2:3]2. The catalyst class is: 1. (2) Reactant: [CH2:1](Br)[C:2]([C:4]1[CH:9]=[CH:8][CH:7]=[CH:6][CH:5]=1)=[O:3].C(=O)([O-])[O-].[K+].[K+].[Cl:17][C:18]1[CH:50]=[CH:49][CH:48]=[CH:47][C:19]=1[CH2:20][C:21]1[C:22]([N:33]2[CH2:38][CH2:37][CH2:36][C@@H:35]([NH:39][C:40](=[O:46])[O:41][C:42]([CH3:45])([CH3:44])[CH3:43])[CH2:34]2)=[N:23][N:24]2[C:29]([CH3:30])=[C:28]([CH3:31])[NH:27][C:26](=[O:32])[C:25]=12.O. Product: [Cl:17][C:18]1[CH:50]=[CH:49][CH:48]=[CH:47][C:19]=1[CH2:20][C:21]1[C:22]([N:33]2[CH2:38][CH2:37][CH2:36][C@@H:35]([NH:39][C:40](=[O:46])[O:41][C:42]([CH3:43])([CH3:44])[CH3:45])[CH2:34]2)=[N:23][N:24]2[C:29]([CH3:30])=[C:28]([CH3:31])[N:27]([CH2:1][C:2](=[O:3])[C:4]3[CH:9]=[CH:8][CH:7]=[CH:6][CH:5]=3)[C:26](=[O:32])[C:25]=12. The catalyst class is: 9.